From a dataset of Full USPTO retrosynthesis dataset with 1.9M reactions from patents (1976-2016). Predict the reactants needed to synthesize the given product. (1) Given the product [CH:1]1([C:7]2[CH:8]=[CH:9][C:10]([NH:13][C:27](=[O:28])[C@H:26]([NH:30][C:49]([NH:48][C:51]3[CH:56]=[CH:55][C:54]([C:57]4[CH:58]=[CH:59][CH:60]=[CH:61][CH:62]=4)=[CH:53][CH:52]=3)=[O:50])[CH2:25][CH2:24][CH2:23][CH2:22][NH2:21])=[CH:11][CH:12]=2)[CH2:2][CH2:3][CH2:4][CH2:5][CH2:6]1, predict the reactants needed to synthesize it. The reactants are: [CH:1]1([C:7]2[CH:12]=[CH:11][C:10]([NH2:13])=[CH:9][CH:8]=2)[CH2:6][CH2:5][CH2:4][CH2:3][CH2:2]1.C(OC([NH:21][CH2:22][CH2:23][CH2:24][CH2:25][C@@H:26]([NH:30]C(OCC1C2C=CC=CC=2C2C1=CC=CC=2)=O)[C:27](O)=[O:28])=O)(C)(C)C.[N:48]([C:51]1[CH:56]=[CH:55][C:54]([C:57]2[CH:62]=[CH:61][CH:60]=[CH:59][CH:58]=2)=[CH:53][CH:52]=1)=[C:49]=[O:50]. (2) Given the product [Br:1][C:2]1[CH:19]=[N:18][C:5]2[CH2:6][CH2:7][NH:8][CH2:9][CH:10]([CH3:11])[C:4]=2[CH:3]=1, predict the reactants needed to synthesize it. The reactants are: [Br:1][C:2]1[CH:19]=[N:18][C:5]2[CH2:6][CH2:7][N:8](C(=O)C(F)(F)F)[CH2:9][CH:10]([CH3:11])[C:4]=2[CH:3]=1.C([O-])([O-])=O.[K+].[K+].CO.C([O-])(O)=O.[Na+]. (3) The reactants are: Cl.Cl[CH2:3][C:4]1[CH:9]=[N:8][CH:7]=[C:6]2[O:10]C(C)(C)[O:12][CH2:13][C:5]=12.[C:16]([O-])(=O)C.[Na+]. Given the product [OH:12][CH2:13][C:5]1[C:4]([CH3:3])=[CH:9][N:8]=[C:7]([CH3:16])[C:6]=1[OH:10], predict the reactants needed to synthesize it. (4) Given the product [Br-:1].[Br-:1].[CH3:47][N+:48]([CH3:50])([CH3:49])[CH2:2][CH2:3][CH2:4][O:5][C:6]1[CH:11]=[CH:10][C:9]([C:12]2[C:13]3[NH:17][C:16]([CH:18]=[C:19]4[N:46]=[C:22]([C:23]([C:35]5[CH:40]=[CH:39][C:38]([O:41][CH2:42][CH2:43][CH2:44][N+:48]([CH3:50])([CH3:49])[CH3:47])=[CH:37][CH:36]=5)=[C:24]5[NH:34][C:27](=[CH:28][C:29]6[CH:30]=[CH:31][C:32]=2[N:33]=6)[CH:26]=[CH:25]5)[CH:21]=[CH:20]4)=[CH:15][CH:14]=3)=[CH:8][CH:7]=1, predict the reactants needed to synthesize it. The reactants are: [Br:1][CH2:2][CH2:3][CH2:4][O:5][C:6]1[CH:11]=[CH:10][C:9]([C:12]2[C:13]3[NH:17][C:16]([CH:18]=[C:19]4[N:46]=[C:22]([C:23]([C:35]5[CH:40]=[CH:39][C:38]([O:41][CH2:42][CH2:43][CH2:44]Br)=[CH:37][CH:36]=5)=[C:24]5[NH:34][C:27](=[CH:28][C:29]6[CH:30]=[CH:31][C:32]=2[N:33]=6)[CH:26]=[CH:25]5)[CH:21]=[CH:20]4)=[CH:15][CH:14]=3)=[CH:8][CH:7]=1.[CH3:47][N:48]([CH3:50])[CH3:49]. (5) Given the product [CH3:1][NH:2][C:21](=[O:22])[CH2:20][C:16]1[CH:17]=[CH:18][CH:19]=[C:14]([C:13]([F:25])([F:24])[F:12])[CH:15]=1, predict the reactants needed to synthesize it. The reactants are: [CH3:1][N:2](C)CCCN=C=NCC.[F:12][C:13]([F:25])([F:24])[C:14]1[CH:15]=[C:16]([CH2:20][C:21](O)=[O:22])[CH:17]=[CH:18][CH:19]=1.OS1C2C=CC=CC=2N=C1.CN.C(O)C.